From a dataset of Full USPTO retrosynthesis dataset with 1.9M reactions from patents (1976-2016). Predict the reactants needed to synthesize the given product. Given the product [Br:13][C:14]1[CH:15]=[N:16][CH:17]=[C:18]([CH:22]=1)[C:19]([N:31]1[CH2:32][CH2:33][C:29]([C:23]2[CH:24]=[CH:25][CH:26]=[CH:27][CH:28]=2)=[N:30]1)=[O:21], predict the reactants needed to synthesize it. The reactants are: C(N1C=CN=C1)(N1C=CN=C1)=O.[Br:13][C:14]1[CH:15]=[N:16][CH:17]=[C:18]([CH:22]=1)[C:19]([OH:21])=O.[C:23]1([C:29]2[CH2:33][CH2:32][NH:31][N:30]=2)[CH:28]=[CH:27][CH:26]=[CH:25][CH:24]=1.